From a dataset of Full USPTO retrosynthesis dataset with 1.9M reactions from patents (1976-2016). Predict the reactants needed to synthesize the given product. (1) Given the product [OH:16][C:13]1[CH:14]=[CH:15][C:10]([CH2:3][CH2:2][C:1]([NH2:6])=[O:5])=[CH:11][CH:12]=1, predict the reactants needed to synthesize it. The reactants are: [C:1]([OH:5])(=O)[CH2:2][CH3:3].[NH3:6].[N+]([C:10]1[CH:15]=[CH:14][C:13]([OH:16])=[CH:12][CH:11]=1)([O-])=O. (2) Given the product [CH3:23][O:24][C:25]1[CH:26]=[C:27]2[C:31](=[CH:32][CH:33]=1)[NH:30][CH:29]=[C:28]2[C:34]1[NH:44][C:37]2[N:38]=[CH:39][CH:40]=[C:41]([C:42]#[N:43])[C:36]=2[CH:35]=1, predict the reactants needed to synthesize it. The reactants are: IC1N(S(C2C=CC(C)=CC=2)(=O)=O)C2N=CC=C(C#N)C=2C=1.[CH3:23][O:24][C:25]1[CH:26]=[C:27]2[C:31](=[CH:32][CH:33]=1)[NH:30][CH:29]=[C:28]2[C:34]1[N:44](S(C2C=CC(C)=CC=2)(=O)=O)[C:37]2[N:38]=[CH:39][CH:40]=[C:41]([C:42]#[N:43])[C:36]=2[CH:35]=1. (3) Given the product [CH3:1][C:2]1([CH3:12])[O:3][CH:4]2[CH:41]([OH:17])[CH:39]([OH:43])[CH2:42][O:11][CH:5]2[CH2:6][O:44]1, predict the reactants needed to synthesize it. The reactants are: [CH3:1][C:2]1([CH3:12])O[CH:6]2C=CC[O:11][CH:5]2[CH2:4][O:3]1.C[N+]1([O-])CC[O:17]CC1.S(S([O-])=O)([O-])=O.[Na+].[Na+].[O-][Si]([O-])=O.[Mg+2].C1COCC1.[C:39]([OH:43])([CH3:42])([CH3:41])C.[OH2:44]. (4) The reactants are: [C:1]([O:5][CH2:6][C:7]1[CH:8]=[C:9]([CH2:15][OH:16])[N:10]=[N:11][C:12]=1[O:13][CH3:14])([CH3:4])([CH3:3])[CH3:2].C([O-])(=O)C.[CH3:21][S:22](Cl)(=[O:24])=[O:23]. Given the product [CH3:21][S:22]([O:16][CH2:15][C:9]1[N:10]=[N:11][C:12]([O:13][CH3:14])=[C:7]([CH2:6][O:5][C:1]([CH3:4])([CH3:2])[CH3:3])[CH:8]=1)(=[O:24])=[O:23], predict the reactants needed to synthesize it. (5) Given the product [C:22]([CH:19]1[CH2:20][CH2:21][N:16]([C:9]([O:11][C:12]([CH3:13])([CH3:14])[CH3:15])=[O:10])[CH2:17][CH2:18]1)#[N:23], predict the reactants needed to synthesize it. The reactants are: [C:9](O[C:9]([O:11][C:12]([CH3:15])([CH3:14])[CH3:13])=[O:10])([O:11][C:12]([CH3:15])([CH3:14])[CH3:13])=[O:10].[NH:16]1[CH2:21][CH2:20][CH:19]([C:22]#[N:23])[CH2:18][CH2:17]1. (6) Given the product [OH:1][C:2]1[C:11]([O:12][C:15]2[CH:14]=[C:13]([CH3:22])[CH:18]=[CH:17][CH:16]=2)=[CH:10][CH:9]=[CH:8][C:3]=1[C:4]([O:6][CH3:7])=[O:5], predict the reactants needed to synthesize it. The reactants are: [OH:1][C:2]1[C:11]([OH:12])=[CH:10][CH:9]=[CH:8][C:3]=1[C:4]([O:6][CH3:7])=[O:5].[C:13]1([CH3:22])[CH:18]=[CH:17][CH:16]=[C:15](B(O)O)[CH:14]=1.